From a dataset of NCI-60 drug combinations with 297,098 pairs across 59 cell lines. Regression. Given two drug SMILES strings and cell line genomic features, predict the synergy score measuring deviation from expected non-interaction effect. (1) Drug 1: C(CN)CNCCSP(=O)(O)O. Drug 2: CC1C(C(CC(O1)OC2CC(CC3=C2C(=C4C(=C3O)C(=O)C5=CC=CC=C5C4=O)O)(C(=O)C)O)N)O. Cell line: T-47D. Synergy scores: CSS=33.4, Synergy_ZIP=2.06, Synergy_Bliss=2.58, Synergy_Loewe=-44.6, Synergy_HSA=2.63. (2) Drug 1: C1=C(C(=O)NC(=O)N1)F. Synergy scores: CSS=23.9, Synergy_ZIP=-1.16, Synergy_Bliss=2.37, Synergy_Loewe=-0.244, Synergy_HSA=1.04. Cell line: UACC-257. Drug 2: C1C(C(OC1N2C=NC3=C2NC=NCC3O)CO)O. (3) Drug 1: CS(=O)(=O)C1=CC(=C(C=C1)C(=O)NC2=CC(=C(C=C2)Cl)C3=CC=CC=N3)Cl. Drug 2: C1=NC2=C(N1)C(=S)N=CN2. Cell line: SK-MEL-5. Synergy scores: CSS=6.63, Synergy_ZIP=-5.39, Synergy_Bliss=-7.59, Synergy_Loewe=-29.5, Synergy_HSA=-10.5. (4) Drug 1: CN(CC1=CN=C2C(=N1)C(=NC(=N2)N)N)C3=CC=C(C=C3)C(=O)NC(CCC(=O)O)C(=O)O. Drug 2: C1=NC2=C(N=C(N=C2N1C3C(C(C(O3)CO)O)O)F)N. Cell line: RXF 393. Synergy scores: CSS=22.0, Synergy_ZIP=-8.23, Synergy_Bliss=-7.73, Synergy_Loewe=-26.8, Synergy_HSA=-6.61. (5) Drug 1: CC(C1=C(C=CC(=C1Cl)F)Cl)OC2=C(N=CC(=C2)C3=CN(N=C3)C4CCNCC4)N. Drug 2: CC=C1C(=O)NC(C(=O)OC2CC(=O)NC(C(=O)NC(CSSCCC=C2)C(=O)N1)C(C)C)C(C)C. Cell line: SN12C. Synergy scores: CSS=40.6, Synergy_ZIP=0.187, Synergy_Bliss=2.84, Synergy_Loewe=1.65, Synergy_HSA=1.76. (6) Drug 1: COC1=C(C=C2C(=C1)N=CN=C2NC3=CC(=C(C=C3)F)Cl)OCCCN4CCOCC4. Drug 2: CC(CN1CC(=O)NC(=O)C1)N2CC(=O)NC(=O)C2. Cell line: A498. Synergy scores: CSS=47.2, Synergy_ZIP=4.98, Synergy_Bliss=4.72, Synergy_Loewe=10.6, Synergy_HSA=12.0. (7) Drug 1: COC1=CC(=CC(=C1O)OC)C2C3C(COC3=O)C(C4=CC5=C(C=C24)OCO5)OC6C(C(C7C(O6)COC(O7)C8=CC=CS8)O)O. Drug 2: C1=NC2=C(N=C(N=C2N1C3C(C(C(O3)CO)O)F)Cl)N. Cell line: DU-145. Synergy scores: CSS=51.7, Synergy_ZIP=-1.62, Synergy_Bliss=-1.25, Synergy_Loewe=-2.72, Synergy_HSA=2.10. (8) Drug 1: C1CCN(CC1)CCOC2=CC=C(C=C2)C(=O)C3=C(SC4=C3C=CC(=C4)O)C5=CC=C(C=C5)O. Drug 2: C1CC(=O)NC(=O)C1N2C(=O)C3=CC=CC=C3C2=O. Cell line: OVCAR3. Synergy scores: CSS=4.92, Synergy_ZIP=-0.113, Synergy_Bliss=3.85, Synergy_Loewe=1.60, Synergy_HSA=0.699.